From a dataset of Reaction yield outcomes from USPTO patents with 853,638 reactions. Predict the reaction yield, written as a fraction of the theoretical maximum amount of product (1.0 means a 100% yield; for example, 0.34 means a 34% yield). (1) The reactants are [CH3:1][C:2]1[CH:7]=[CH:6][C:5]([NH:8][C:9](=[O:17])[C:10]2[CH:15]=[CH:14][CH:13]=[CH:12][C:11]=2[NH2:16])=[CH:4][CH:3]=1.[N:18]1[CH:23]=[CH:22][C:21]([N:24]2[CH2:32][CH2:31][CH:27]([C:28]([Cl:30])=[O:29])[CH2:26][CH2:25]2)=[CH:20][CH:19]=1. No catalyst specified. The product is [ClH:30].[N:18]1[CH:23]=[CH:22][C:21]([N:24]2[CH2:25][CH2:26][CH:27]([C:28]([NH:16][C:11]3[CH:12]=[CH:13][CH:14]=[CH:15][C:10]=3[C:9]([NH:8][C:5]3[CH:4]=[CH:3][C:2]([CH3:1])=[CH:7][CH:6]=3)=[O:17])=[O:29])[CH2:31][CH2:32]2)=[CH:20][CH:19]=1. The yield is 0.340. (2) The catalyst is C(#N)C.[O-]S(C(F)(F)F)(=O)=O.[Cu+2].[O-]S(C(F)(F)F)(=O)=O. The product is [N+:17]([C:20]1[CH:25]=[CH:24][CH:23]=[CH:22][C:21]=1[S:26]([N:29]1[CH2:2][CH:1]1[C@H:3]1[CH2:4][CH2:5][C@H:6]([NH:9][C:10](=[O:16])[O:11][C:12]([CH3:15])([CH3:14])[CH3:13])[CH2:7][CH2:8]1)(=[O:27])=[O:28])([O-:19])=[O:18]. The yield is 0.270. The reactants are [CH:1]([CH:3]1[CH2:8][CH2:7][CH:6]([NH:9][C:10](=[O:16])[O:11][C:12]([CH3:15])([CH3:14])[CH3:13])[CH2:5][CH2:4]1)=[CH2:2].[N+:17]([C:20]1[CH:25]=[CH:24][CH:23]=[CH:22][C:21]=1[S:26]([N:29]=C1CCCCI1C1C=CC=CC=1)(=[O:28])=[O:27])([O-:19])=[O:18]. (3) The reactants are Br[C:2]1[CH:3]=[C:4]([C:8]2[C:17]3[C:12](=[CH:13][C:14]([O:23][CH3:24])=[C:15]4[O:20][C:19]([CH3:22])([CH3:21])[CH2:18][C:16]4=3)[C:11]([CH3:26])([CH3:25])[CH2:10][N:9]=2)[CH:5]=[CH:6][CH:7]=1.CC1(C)C(C)(C)OB([C:35]2[CH:41]=[CH:40][C:38]([NH2:39])=[CH:37][CH:36]=2)O1.C(=O)([O-])[O-].[Na+].[Na+]. The catalyst is COCCOC.C(O)C.O.C1C=CC(/C=C/C(/C=C/C2C=CC=CC=2)=O)=CC=1.C1C=CC(/C=C/C(/C=C/C2C=CC=CC=2)=O)=CC=1.C1C=CC(/C=C/C(/C=C/C2C=CC=CC=2)=O)=CC=1.[Pd].[Pd]. The product is [CH3:24][O:23][C:14]1[CH:13]=[C:12]2[C:17](=[C:16]3[CH2:18][C:19]([CH3:22])([CH3:21])[O:20][C:15]=13)[C:8]([C:4]1[CH:3]=[C:2]([C:35]3[CH:41]=[CH:40][C:38]([NH2:39])=[CH:37][CH:36]=3)[CH:7]=[CH:6][CH:5]=1)=[N:9][CH2:10][C:11]2([CH3:26])[CH3:25]. The yield is 0.640. (4) The product is [F:23][C:24]([F:34])([F:35])[C:25]1[CH:26]=[C:27]([NH:31][C:32]([N:17]2[CH2:18][CH2:19][N:14]([CH2:13][CH2:12][CH2:11][C:10]([N:8]3[CH2:7][CH2:6][C:3]4([CH2:5][CH2:4]4)[C@H:2]([OH:1])[CH2:9]3)=[O:22])[C:15](=[O:21])[C@@H:16]2[CH3:20])=[O:33])[CH:28]=[CH:29][CH:30]=1. The reactants are [OH:1][C@@H:2]1[CH2:9][N:8]([C:10](=[O:22])[CH2:11][CH2:12][CH2:13][N:14]2[CH2:19][CH2:18][NH:17][C@@H:16]([CH3:20])[C:15]2=[O:21])[CH2:7][CH2:6][C:3]21[CH2:5][CH2:4]2.[F:23][C:24]([F:35])([F:34])[C:25]1[CH:26]=[C:27]([N:31]=[C:32]=[O:33])[CH:28]=[CH:29][CH:30]=1. The yield is 0.240. No catalyst specified.